This data is from Reaction yield outcomes from USPTO patents with 853,638 reactions. The task is: Predict the reaction yield, written as a fraction of the theoretical maximum amount of product (1.0 means a 100% yield; for example, 0.34 means a 34% yield). (1) No catalyst specified. The product is [CH3:16][O:17][C:18]1[CH:19]=[C:20]([NH:24][N:25]=[C:7]2[C:6]3[C:10](=[CH:11][CH:12]=[C:4]4[N:3]=[CH:2][S:1][C:5]4=3)[NH:9][C:8]2=[O:13])[CH:21]=[CH:22][CH:23]=1. The reactants are [S:1]1[C:5]2=[C:6]3[C:10](=[CH:11][CH:12]=[C:4]2[N:3]=[CH:2]1)[NH:9][C:8](=[O:13])[C:7]3=O.Cl.[CH3:16][O:17][C:18]1[CH:19]=[C:20]([NH:24][NH2:25])[CH:21]=[CH:22][CH:23]=1. The yield is 0.440. (2) The reactants are [NH2:1][C:2]1[C:7]([OH:8])=[CH:6][C:5]([Br:9])=[CH:4][N:3]=1.[Cl:10][CH2:11][CH:12]=O. The catalyst is CCO. The product is [ClH:10].[Br:9][C:5]1[CH:6]=[C:7]([OH:8])[C:2]2[N:3]([CH:11]=[CH:12][N:1]=2)[CH:4]=1. The yield is 0.920. (3) The reactants are [Cl:1][C:2]1[CH:7]=[C:6]([CH2:8][CH2:9][CH:10]=CC)[N:5]=[C:4]([N:13]2[CH2:17][CH2:16][CH2:15][CH:14]2[C:18]2[O:22][N:21]=[C:20]([C:23]3[CH:28]=[CH:27][CH:26]=[CH:25][N:24]=3)[CH:19]=2)[N:3]=1.I([O-])(=O)(=O)=[O:30].[Na+].[BH4-].[Na+]. The catalyst is C(O)(C)(C)C.C1COCC1.O.C(OCC)(=O)C.[Os](=O)(=O)(=O)=O. The product is [Cl:1][C:2]1[CH:7]=[C:6]([CH2:8][CH2:9][CH2:10][OH:30])[N:5]=[C:4]([N:13]2[CH2:17][CH2:16][CH2:15][CH:14]2[C:18]2[O:22][N:21]=[C:20]([C:23]3[CH:28]=[CH:27][CH:26]=[CH:25][N:24]=3)[CH:19]=2)[N:3]=1. The yield is 0.360. (4) The reactants are [N:1]1C(Cl)=NC(Cl)=N[C:2]=1Cl.CN.O.C(=O)([O-])O.[K+].[CH3:18][NH:19][C:20]1[N:25]=[C:24]([NH:26][CH3:27])[N:23]=[C:22](Cl)[N:21]=1. The catalyst is C(#N)C. The product is [CH3:18][NH:19][C:20]1[N:25]=[C:24]([NH:26][CH3:27])[N:23]=[C:22]([NH:1][CH3:2])[N:21]=1. The yield is 0.780. (5) The reactants are [NH2:1][C:2]1[CH:3]=[C:4]([CH:8]=[CH:9][C:10]=1[OH:11])[C:5]([OH:7])=[O:6].S(Cl)(Cl)=O.[CH3:16]O. No catalyst specified. The product is [CH3:16][O:6][C:5](=[O:7])[C:4]1[CH:8]=[CH:9][C:10]([OH:11])=[C:2]([NH2:1])[CH:3]=1. The yield is 0.950. (6) The reactants are [C:1]([OH:5])(=[O:4])[CH:2]=[CH2:3].[CH2:6]=[CH:7][C:8]1[CH:13]=[CH:12][CH:11]=[CH:10][CH:9]=1. The catalyst is C1COCC1. The product is [C:1]([OH:5])(=[O:4])[CH:2]=[CH2:3].[CH2:6]=[CH:7][C:8]1[CH:13]=[CH:12][CH:11]=[CH:10][CH:9]=1. The yield is 0.846. (7) The reactants are [C:1](=[O:18])([O:3][CH:4]([C:14]([CH3:17])([CH3:16])[CH3:15])[C:5]1[NH:9][N:8]=[C:7]([C:10]([F:13])([F:12])[F:11])[N:6]=1)[NH2:2].[H-].[Na+].[CH2:21](I)[CH2:22][CH2:23][CH2:24][CH2:25][CH3:26].O. The catalyst is CN(C)C=O. The product is [C:1](=[O:18])([O:3][CH:4]([C:14]([CH3:15])([CH3:17])[CH3:16])[C:5]1[N:9]([CH2:21][CH2:22][CH2:23][CH2:24][CH2:25][CH3:26])[N:8]=[C:7]([C:10]([F:11])([F:12])[F:13])[N:6]=1)[NH2:2]. The yield is 0.860. (8) The reactants are [Br:1][C:2]1[CH:3]=[C:4]([S:20][C:21]2[CH:26]=[CH:25][CH:24]=[CH:23][CH:22]=2)[C:5]([NH:8][C:9]2[S:10][CH:11]=[C:12]([CH2:14][CH2:15][C:16]([O:18]C)=[O:17])[N:13]=2)=[N:6][CH:7]=1.O.[OH-].[Na+]. The catalyst is C1COCC1. The product is [Br:1][C:2]1[CH:3]=[C:4]([S:20][C:21]2[CH:26]=[CH:25][CH:24]=[CH:23][CH:22]=2)[C:5]([NH:8][C:9]2[S:10][CH:11]=[C:12]([CH2:14][CH2:15][C:16]([OH:18])=[O:17])[N:13]=2)=[N:6][CH:7]=1. The yield is 1.02.